This data is from Forward reaction prediction with 1.9M reactions from USPTO patents (1976-2016). The task is: Predict the product of the given reaction. (1) Given the reactants ClC1N=C2C(=CC=1)C=C1N2[C@H](C)CNC1=O.[C:17]([O:21][C:22]([N:24]1[CH2:36][C@@H:35]([CH3:37])[N:34]2[C:26](=[CH:27][C:28]3[C:33]2=[N:32][C:31]([Br:38])=[CH:30][CH:29]=3)[CH2:25]1)=[O:23])([CH3:20])([CH3:19])[CH3:18].C([BH3-])#N.[Na+], predict the reaction product. The product is: [C:17]([O:21][C:22]([N:24]1[CH2:36][C@@H:35]([CH3:37])[N:34]2[C@H:26]([CH2:27][C:28]3[C:33]2=[N:32][C:31]([Br:38])=[CH:30][CH:29]=3)[CH2:25]1)=[O:23])([CH3:20])([CH3:18])[CH3:19]. (2) Given the reactants FC(F)(F)C(O)=O.[F:8][C:9]1[CH:17]=[C:16]([C:18]2[CH:19]=[CH:20][C:21]3[O:25][C:24]([CH:26]4[CH2:31][CH2:30][NH:29][CH2:28][CH2:27]4)=[N:23][C:22]=3[CH:32]=2)[CH:15]=[CH:14][C:10]=1[C:11]([NH2:13])=[O:12].[C:33](O)(=[O:37])[CH:34]([CH3:36])[CH3:35].CCN=C=NCCCN(C)C.Cl.C1C=CC2N(O)N=NC=2C=1, predict the reaction product. The product is: [F:8][C:9]1[CH:17]=[C:16]([C:18]2[CH:19]=[CH:20][C:21]3[O:25][C:24]([CH:26]4[CH2:31][CH2:30][N:29]([C:33](=[O:37])[CH:34]([CH3:36])[CH3:35])[CH2:28][CH2:27]4)=[N:23][C:22]=3[CH:32]=2)[CH:15]=[CH:14][C:10]=1[C:11]([NH2:13])=[O:12].